From a dataset of Reaction yield outcomes from USPTO patents with 853,638 reactions. Predict the reaction yield, written as a fraction of the theoretical maximum amount of product (1.0 means a 100% yield; for example, 0.34 means a 34% yield). (1) The reactants are [H-].[Na+].C(OC(=O)[CH2:7][CH2:8][N:9]([CH2:25][C:26]1[CH:31]=[CH:30][CH:29]=[CH:28][CH:27]=1)[CH2:10][CH:11]([C:17]1[CH:22]=[CH:21][C:20]([Cl:23])=[C:19]([Cl:24])[CH:18]=1)[C:12](OCC)=[O:13])C.O. The catalyst is C1(C)C=CC=CC=1.C(O)C. The product is [CH2:25]([N:9]1[CH2:8][CH2:7][C:12](=[O:13])[CH:11]([C:17]2[CH:22]=[CH:21][C:20]([Cl:23])=[C:19]([Cl:24])[CH:18]=2)[CH2:10]1)[C:26]1[CH:27]=[CH:28][CH:29]=[CH:30][CH:31]=1. The yield is 0.730. (2) The reactants are C[O:2][C:3]([C:5]1[N:9]([CH3:10])[N:8]=[CH:7][C:6]=1[C:11]1[CH:39]=[CH:38][C:14]([C:15]([N:17]([C:31]2[C:36]([CH3:37])=[CH:35][CH:34]=[CH:33][N:32]=2)[C@@H:18]2[CH2:23][CH2:22][CH2:21][N:20]([C:24]([O:26][C:27]([CH3:30])([CH3:29])[CH3:28])=[O:25])[CH2:19]2)=[O:16])=[CH:13][CH:12]=1)=[O:4]. The catalyst is CO.[OH-].[K+]. The product is [C:27]([O:26][C:24]([N:20]1[CH2:21][CH2:22][CH2:23][C@@H:18]([N:17]([C:31]2[C:36]([CH3:37])=[CH:35][CH:34]=[CH:33][N:32]=2)[C:15]([C:14]2[CH:38]=[CH:39][C:11]([C:6]3[CH:7]=[N:8][N:9]([CH3:10])[C:5]=3[C:3]([OH:4])=[O:2])=[CH:12][CH:13]=2)=[O:16])[CH2:19]1)=[O:25])([CH3:30])([CH3:29])[CH3:28]. The yield is 0.900. (3) The reactants are [C:1]([NH:4][C:5]1[CH:10]=[CH:9][C:8]([O:11][C:12](=[O:22])[CH2:13][O:14]CC2C=CC=CC=2)=[CH:7][CH:6]=1)(=[O:3])[CH3:2]. The catalyst is CO.[Pd]. The product is [C:1]([NH:4][C:5]1[CH:10]=[CH:9][C:8]([O:11][C:12](=[O:22])[CH2:13][OH:14])=[CH:7][CH:6]=1)(=[O:3])[CH3:2]. The yield is 0.572. (4) The reactants are [C:1]([O:5][C:6]([N:8]1[CH2:13][CH2:12][CH2:11][C@@H:10]([C:14]([NH:16][NH:17][C:18]([C@H:20]2[CH2:26][CH2:25][C@@H:24]3[CH2:27][N:21]2[C:22](=[O:35])[N:23]3[O:28][CH2:29][C:30]([O:32]CC)=[O:31])=[O:19])=[O:15])[CH2:9]1)=[O:7])([CH3:4])([CH3:3])[CH3:2].[OH-].[Li+].S([O-])(O)(=O)=O.[K+].C(OCC)(=O)C. The catalyst is O1CCCC1.O. The product is [C:1]([O:5][C:6]([N:8]1[CH2:13][CH2:12][CH2:11][C@@H:10]([C:14]([NH:16][NH:17][C:18]([C@H:20]2[CH2:26][CH2:25][C@@H:24]3[CH2:27][N:21]2[C:22](=[O:35])[N:23]3[O:28][CH2:29][C:30]([OH:32])=[O:31])=[O:19])=[O:15])[CH2:9]1)=[O:7])([CH3:4])([CH3:2])[CH3:3]. The yield is 0.270. (5) The reactants are [F:1][C:2]1[CH:7]=[CH:6][C:5]([C:8]2[C:12]([C:13]3[N:14]=[CH:15][NH:16][CH:17]=3)=[C:11]([C:18]([F:21])([F:20])[F:19])[O:10][N:9]=2)=[CH:4][CH:3]=1.F[C:23]1[CH:30]=[CH:29][C:26]([C:27]#[N:28])=[CH:25][CH:24]=1. No catalyst specified. The product is [F:1][C:2]1[CH:7]=[CH:6][C:5]([C:8]2[C:12]([C:13]3[N:14]=[CH:15][N:16]([C:23]4[CH:30]=[CH:29][C:26]([C:27]#[N:28])=[CH:25][CH:24]=4)[CH:17]=3)=[C:11]([C:18]([F:21])([F:19])[F:20])[O:10][N:9]=2)=[CH:4][CH:3]=1. The yield is 0.670.